This data is from TCR-epitope binding with 47,182 pairs between 192 epitopes and 23,139 TCRs. The task is: Binary Classification. Given a T-cell receptor sequence (or CDR3 region) and an epitope sequence, predict whether binding occurs between them. (1) The epitope is TFYLTNDVSFL. The TCR CDR3 sequence is CASSLSGSTEAFF. Result: 1 (the TCR binds to the epitope). (2) The TCR CDR3 sequence is CASSLETGSNEQFF. Result: 0 (the TCR does not bind to the epitope). The epitope is NQKLIANQF. (3) The epitope is DRFYKTLRAEQASQEV. The TCR CDR3 sequence is CASSTSGFSTDTQYF. Result: 0 (the TCR does not bind to the epitope).